Dataset: Peptide-MHC class I binding affinity with 185,985 pairs from IEDB/IMGT. Task: Regression. Given a peptide amino acid sequence and an MHC pseudo amino acid sequence, predict their binding affinity value. This is MHC class I binding data. (1) The peptide sequence is KLSNAKWLA. The MHC is HLA-A31:01 with pseudo-sequence HLA-A31:01. The binding affinity (normalized) is 0.317. (2) The peptide sequence is NPQTKQMAF. The MHC is HLA-B08:01 with pseudo-sequence HLA-B08:01. The binding affinity (normalized) is 0.754. (3) The peptide sequence is RPQKRPSCI. The MHC is HLA-A03:01 with pseudo-sequence HLA-A03:01. The binding affinity (normalized) is 0. (4) The binding affinity (normalized) is 0.550. The MHC is HLA-B44:02 with pseudo-sequence HLA-B44:02. The peptide sequence is MERYQLAVTI. (5) The peptide sequence is DFGYATMAK. The MHC is HLA-B08:03 with pseudo-sequence HLA-B08:03. The binding affinity (normalized) is 0.0847. (6) The peptide sequence is YIRRNMINK. The MHC is HLA-A03:01 with pseudo-sequence HLA-A03:01. The binding affinity (normalized) is 0.782. (7) The peptide sequence is SMTCIAVGLV. The MHC is HLA-A02:03 with pseudo-sequence HLA-A02:03. The binding affinity (normalized) is 0.731. (8) The peptide sequence is FQPKNGQFI. The MHC is H-2-Db with pseudo-sequence H-2-Db. The binding affinity (normalized) is 0.210.